This data is from Reaction yield outcomes from USPTO patents with 853,638 reactions. The task is: Predict the reaction yield, written as a fraction of the theoretical maximum amount of product (1.0 means a 100% yield; for example, 0.34 means a 34% yield). (1) The reactants are Br[CH2:2][CH2:3][O:4][C:5]1[CH:12]=[CH:11][C:8]([C:9]#[N:10])=[CH:7][C:6]=1[C:13]#[N:14].[C:15]([O-:18])([O-])=[O:16].[K+].[K+].[CH3:21][C:22]#[N:23]. No catalyst specified. The product is [C:13]([C:6]1[CH:7]=[C:8]([C:9]#[N:10])[CH:11]=[CH:12][C:5]=1[O:4][CH2:3][CH2:2][N:23]1[CH:8]2[CH2:11][CH2:12][CH:22]1[CH2:21][N:10]([C:15]([O:18][C:6]([CH3:13])([CH3:7])[CH3:5])=[O:16])[CH2:9]2)#[N:14]. The yield is 0.840. (2) The reactants are [CH2:1]([OH:8])[C:2]1[CH:7]=[CH:6][CH:5]=[CH:4][CH:3]=1.C(=O)([O-])[O-].[K+].[K+].C1(C)C=CC=CC=1.F[C:23]1[C:24]([N+:31]([O-:33])=[O:32])=[C:25]([CH:28]=[CH:29][CH:30]=1)[NH:26][CH3:27]. The catalyst is [Br-].C([N+](CCCC)(CCCC)CCCC)CCC.O. The product is [CH2:1]([O:8][C:23]1[C:24]([N+:31]([O-:33])=[O:32])=[C:25]([CH:28]=[CH:29][CH:30]=1)[NH:26][CH3:27])[C:2]1[CH:7]=[CH:6][CH:5]=[CH:4][CH:3]=1. The yield is 1.00. (3) The reactants are Cl.[CH2:2]([O:4][C:5]([CH:7]1[CH2:12][CH2:11][CH2:10][NH:9][CH2:8]1)=[O:6])[CH3:3].CCN(C(C)C)C(C)C.[Cl:22][C:23]1[CH:28]=[CH:27][CH:26]=[CH:25][C:24]=1[S:29](Cl)(=[O:31])=[O:30]. The catalyst is C(Cl)Cl. The product is [CH2:2]([O:4][C:5]([CH:7]1[CH2:12][CH2:11][CH2:10][N:9]([S:29]([C:24]2[CH:25]=[CH:26][CH:27]=[CH:28][C:23]=2[Cl:22])(=[O:31])=[O:30])[CH2:8]1)=[O:6])[CH3:3]. The yield is 0.863. (4) The reactants are [CH2:1]([C:3]1[NH:4][C:5](=[O:27])[C:6]([CH2:12][C:13]2[CH:18]=[CH:17][C:16]([C:19]3[C:20]([C:25]#[N:26])=[CH:21][CH:22]=[CH:23][CH:24]=3)=[CH:15][CH:14]=2)=[C:7]([CH2:9][CH2:10][CH3:11])[N:8]=1)[CH3:2].[CH3:28][CH:29]1[CH2:33][C:32]2[CH:34]=[C:35](B(O)O)[CH:36]=[CH:37][C:31]=2[O:30]1.N1C=CC=CC=1.C(N(CC)CC)C. The catalyst is C(OCC)(=O)C.C([O-])(=O)C.[Cu+2].C([O-])(=O)C.ClCCl. The product is [CH2:1]([C:3]1[N:4]([C:35]2[CH:36]=[CH:37][C:31]3[O:30][CH:29]([CH3:28])[CH2:33][C:32]=3[CH:34]=2)[C:5](=[O:27])[C:6]([CH2:12][C:13]2[CH:18]=[CH:17][C:16]([C:19]3[C:20]([C:25]#[N:26])=[CH:21][CH:22]=[CH:23][CH:24]=3)=[CH:15][CH:14]=2)=[C:7]([CH2:9][CH2:10][CH3:11])[N:8]=1)[CH3:2]. The yield is 1.00. (5) The reactants are [Cl:1][C:2]1[CH:7]=[C:6]([NH:8][C:9]2[CH:10]=[C:11]([CH:15]=[CH:16][CH:17]=2)C(O)=O)[C:5]([Cl:18])=[CH:4][N:3]=1.Cl.CN(C)CCCN=C=NCC.[OH:31][C:32]1C2N=NNC=2C=CC=1.Cl.[O:42]([NH2:44])[CH3:43].C(N(C(C)C)CC)(C)C. The catalyst is CN(C)C=O. The product is [Cl:1][C:2]1[CH:7]=[C:6]([NH:8][C:9]2[CH:17]=[CH:16][CH:15]=[CH:11][C:10]=2[C:32]([NH:44][O:42][CH3:43])=[O:31])[C:5]([Cl:18])=[CH:4][N:3]=1. The yield is 0.770. (6) The product is [C:1]([O:4][C:5]1[CH:10]=[CH:9][C:8]([CH2:11][OH:12])=[CH:7][CH:6]=1)(=[O:3])[CH3:2]. The yield is 0.410. The catalyst is CO. The reactants are [C:1]([O:4][C:5]1[CH:10]=[CH:9][C:8]([CH:11]=[O:12])=[CH:7][CH:6]=1)(=[O:3])[CH3:2].[Na].C(O)(=O)C.O.